Predict the reactants needed to synthesize the given product. From a dataset of Full USPTO retrosynthesis dataset with 1.9M reactions from patents (1976-2016). (1) Given the product [NH2:4][C:5]1[CH:6]=[CH:7][C:8]([N+:18]([O-:20])=[O:19])=[C:9]([N:11]2[CH2:17][CH2:16][CH2:15][CH2:14][CH2:13][CH2:12]2)[CH:10]=1, predict the reactants needed to synthesize it. The reactants are: C([NH:4][C:5]1[CH:6]=[CH:7][C:8]([N+:18]([O-:20])=[O:19])=[C:9]([N:11]2[CH2:17][CH2:16][CH2:15][CH2:14][CH2:13][CH2:12]2)[CH:10]=1)(=O)C.Cl. (2) Given the product [NH2:35][C:25]1[C:24]([C@H:19]2[CH2:20][CH2:21][CH2:22][CH2:23][C@@H:18]2[O:17][C:13]2[C:14]([CH3:16])=[CH:15][C:10]([S:7]([NH:6][C:39]3[CH:44]=[CH:43][N:42]=[CH:41][N:40]=3)(=[O:9])=[O:8])=[C:11]([F:38])[CH:12]=2)=[CH:28][NH:27][N:26]=1, predict the reactants needed to synthesize it. The reactants are: COC1C=C(OC)C=CC=1C[N:6]([C:39]1[CH:44]=[CH:43][N:42]=[CH:41][N:40]=1)[S:7]([C:10]1[CH:15]=[C:14]([CH3:16])[C:13]([O:17][C@H:18]2[CH2:23][CH2:22][CH2:21][CH2:20][C@@H:19]2[C:24]2[C:25]([N+:35]([O-])=O)=[N:26][N:27](C3CCCCO3)[CH:28]=2)=[CH:12][C:11]=1[F:38])(=[O:9])=[O:8].C([SiH](CC)CC)C.FC(F)(F)C(O)=O.ClCCl. (3) Given the product [Cl:1][C:2]1[CH:7]=[C:6]([N+:8]([O-:10])=[O:9])[CH:5]=[CH:4][C:3]=1[O:25][C:21]1[CH:22]=[CH:23][CH:24]=[C:19]([O:12][C:13]2[CH:14]=[CH:15][CH:16]=[CH:17][CH:18]=2)[CH:20]=1, predict the reactants needed to synthesize it. The reactants are: [Cl:1][C:2]1[CH:7]=[C:6]([N+:8]([O-:10])=[O:9])[CH:5]=[CH:4][C:3]=1F.[O:12]([C:19]1[CH:20]=[C:21]([OH:25])[CH:22]=[CH:23][CH:24]=1)[C:13]1[CH:18]=[CH:17][CH:16]=[CH:15][CH:14]=1.C(=O)([O-])[O-].[K+].[K+]. (4) Given the product [CH:26]1([C:29]2[N:34]=[C:33]([NH:35][S:43]([C:40]3[CH:41]=[N:42][C:37]([Cl:36])=[CH:38][CH:39]=3)(=[O:45])=[O:44])[CH:32]=[CH:31][CH:30]=2)[CH2:28][CH2:27]1, predict the reactants needed to synthesize it. The reactants are: CC1N=C(NS(C2C=CC(C3C=CC(C#N)=CC=3)=CC=2)(=O)=O)C=CC=1.[CH:26]1([C:29]2[N:34]=[C:33]([NH2:35])[CH:32]=[CH:31][CH:30]=2)[CH2:28][CH2:27]1.[Cl:36][C:37]1[N:42]=[CH:41][C:40]([S:43](Cl)(=[O:45])=[O:44])=[CH:39][CH:38]=1. (5) The reactants are: [NH2:1][C:2]1[N:7]=[C:6]([C:8]2[CH:13]=[CH:12][CH:11]=[CH:10][C:9]=2[O:14][CH3:15])[C:5]([C:16]2[CH:17]=[CH:18][C:19](=[O:22])[NH:20][N:21]=2)=[CH:4][N:3]=1.[CH:23](I)([CH3:25])[CH3:24]. Given the product [NH2:1][C:2]1[N:7]=[C:6]([C:8]2[CH:13]=[CH:12][CH:11]=[CH:10][C:9]=2[O:14][CH3:15])[C:5]([C:16]2[CH:17]=[CH:18][C:19](=[O:22])[N:20]([CH:23]([CH3:25])[CH3:24])[N:21]=2)=[CH:4][N:3]=1, predict the reactants needed to synthesize it. (6) Given the product [Br:1][C:2]1[CH:3]=[CH:4][C:5]([CH2:8][S:9]([CH3:10])=[O:13])=[N:6][CH:7]=1, predict the reactants needed to synthesize it. The reactants are: [Br:1][C:2]1[CH:3]=[CH:4][C:5]([CH2:8][S:9][CH3:10])=[N:6][CH:7]=1.O.I([O-])(=O)(=O)=[O:13].[Na+]. (7) Given the product [Cl:32][C:24]1[CH:25]=[C:20]([C:17]([CH3:18])([CH3:19])[CH2:16][C:2]([OH:1])([C:28]([F:31])([F:29])[F:30])[C:3]([NH:5][C:6]2[CH:7]=[C:8]3[C:13](=[CH:14][CH:15]=2)[C:11](=[O:12])[O:10][CH2:9]3)=[O:4])[CH:21]=[CH:22][C:23]=1[O:26][CH3:27], predict the reactants needed to synthesize it. The reactants are: [OH:1][C:2]([C:28]([F:31])([F:30])[F:29])([CH2:16][C:17]([C:20]1[CH:25]=[CH:24][C:23]([O:26][CH3:27])=[CH:22][CH:21]=1)([CH3:19])[CH3:18])[C:3]([NH:5][C:6]1[CH:7]=[C:8]2[C:13](=[CH:14][CH:15]=1)[C:11](=[O:12])[O:10][CH2:9]2)=[O:4].[Cl:32]N1C(=O)CCC1=O. (8) Given the product [C:8]1([CH:14]([C:18]2[CH:23]=[CH:22][CH:21]=[CH:20][CH:19]=2)[C:15]([N:26]([CH2:24][CH3:25])[CH2:27]/[CH:28]=[CH:29]\[CH2:30][O:31][C:32](=[O:34])[CH3:33])=[O:16])[CH:13]=[CH:12][CH:11]=[CH:10][CH:9]=1, predict the reactants needed to synthesize it. The reactants are: C(N(CC)CC)C.[C:8]1([CH:14]([C:18]2[CH:23]=[CH:22][CH:21]=[CH:20][CH:19]=2)[C:15](Cl)=[O:16])[CH:13]=[CH:12][CH:11]=[CH:10][CH:9]=1.[CH2:24]([NH:26][CH2:27]/[CH:28]=[CH:29]\[CH2:30][O:31][C:32](=[O:34])[CH3:33])[CH3:25].O.